Dataset: Full USPTO retrosynthesis dataset with 1.9M reactions from patents (1976-2016). Task: Predict the reactants needed to synthesize the given product. (1) Given the product [Br:1][C:2]1[CH:7]=[CH:6][C:5]([S:8]([N:20]2[CH2:21][CH2:22][N:17]([CH3:16])[CH2:18][CH2:19]2)(=[O:10])=[O:9])=[CH:4][C:3]=1[CH3:12], predict the reactants needed to synthesize it. The reactants are: [Br:1][C:2]1[CH:7]=[CH:6][C:5]([S:8](Cl)(=[O:10])=[O:9])=[CH:4][C:3]=1[CH3:12].CNC.[CH3:16][N:17]1[CH2:22][CH2:21][NH:20][CH2:19][CH2:18]1. (2) Given the product [CH:1]([O:4][C:5]([N:7]1[CH2:12][CH2:11][CH:10]([O:13][C:14]2[N:19]=[CH:18][N:17]=[C:16]3[N:20]([C:23]4[CH:28]=[CH:27][C:26]([N:40]5[CH2:39][CH2:38][N:37]([CH2:36][CH2:35][S:32]([CH3:31])(=[O:33])=[O:34])[CH2:42][CH2:41]5)=[CH:25][C:24]=4[CH3:30])[N:21]=[CH:22][C:15]=23)[CH2:9][CH2:8]1)=[O:6])([CH3:3])[CH3:2], predict the reactants needed to synthesize it. The reactants are: [CH:1]([O:4][C:5]([N:7]1[CH2:12][CH2:11][CH:10]([O:13][C:14]2[N:19]=[CH:18][N:17]=[C:16]3[N:20]([C:23]4[CH:28]=[CH:27][C:26](I)=[CH:25][C:24]=4[CH3:30])[N:21]=[CH:22][C:15]=23)[CH2:9][CH2:8]1)=[O:6])([CH3:3])[CH3:2].[CH3:31][S:32]([CH2:35][CH2:36][N:37]1[CH2:42][CH2:41][NH:40][CH2:39][CH2:38]1)(=[O:34])=[O:33].N1CCC[C@H]1C(O)=O.C(=O)([O-])[O-].[K+].[K+]. (3) The reactants are: Br[C:2]1[C:3]([N:17]2[CH2:22][CH2:21][N:20]([C:23]([O:25][C:26]([CH3:29])([CH3:28])[CH3:27])=[O:24])[CH2:19][CH2:18]2)=[CH:4][CH:5]=[C:6]2[C:11]=1[CH:10]=[N:9][C:8]([C:12]([O:14][CH2:15][CH3:16])=[O:13])=[CH:7]2.[O-]P([O-])([O-])=O.[K+].[K+].[K+].[C:38]1([CH3:44])C=CC=C[CH:39]=1. Given the product [CH2:15]([O:14][C:12]([C:8]1[N:9]=[CH:10][C:11]2[C:6]([CH:7]=1)=[CH:5][CH:4]=[C:3]([N:17]1[CH2:18][CH2:19][N:20]([C:23]([O:25][C:26]([CH3:28])([CH3:27])[CH3:29])=[O:24])[CH2:21][CH2:22]1)[C:2]=2[CH:44]1[CH2:38][CH2:39]1)=[O:13])[CH3:16], predict the reactants needed to synthesize it.